Dataset: Forward reaction prediction with 1.9M reactions from USPTO patents (1976-2016). Task: Predict the product of the given reaction. (1) The product is: [CH2:1]([N:8]1[CH2:13][CH:12]([OH:14])[CH2:11][CH:10]([NH:22][C:23](=[O:29])[O:24][C:25]([CH3:26])([CH3:27])[CH3:28])[C:9]1=[O:30])[C:2]1[CH:3]=[CH:4][CH:5]=[CH:6][CH:7]=1. Given the reactants [CH2:1]([N:8]1[CH2:13][CH:12]([O:14][Si](C(C)(C)C)(C)C)[CH2:11][CH:10]([NH:22][C:23](=[O:29])[O:24][C:25]([CH3:28])([CH3:27])[CH3:26])[C:9]1=[O:30])[C:2]1[CH:7]=[CH:6][CH:5]=[CH:4][CH:3]=1.[F-].C([N+](CCCC)(CCCC)CCCC)CCC, predict the reaction product. (2) Given the reactants [CH:1]1([CH:4]([C:18]2[CH:23]=[CH:22][CH:21]=[CH:20][CH:19]=2)[NH:5][C:6]([C:8]2[CH:9]=[C:10]3[C:14](=[CH:15][CH:16]=2)[NH:13][N:12]=[C:11]3I)=[O:7])[CH2:3][CH2:2]1.B1([C:33]2[CH:38]=[CH:37][CH:36]=[C:35]([N:39]3[CH2:44][CH2:43][O:42][CH2:41][CH2:40]3)[CH:34]=2)OC(C)(C)C(C)(C)O1.C([O-])([O-])=O.[Na+].[Na+], predict the reaction product. The product is: [CH:1]1([CH:4]([C:18]2[CH:23]=[CH:22][CH:21]=[CH:20][CH:19]=2)[NH:5][C:6]([C:8]2[CH:9]=[C:10]3[C:14](=[CH:15][CH:16]=2)[NH:13][N:12]=[C:11]3[C:33]2[CH:38]=[CH:37][CH:36]=[C:35]([N:39]3[CH2:40][CH2:41][O:42][CH2:43][CH2:44]3)[CH:34]=2)=[O:7])[CH2:3][CH2:2]1. (3) Given the reactants C(ONC([N:9]1[CH2:14][CH2:13][N:12]([C:15]2[S:16][C:17]([CH3:26])=[C:18]([C:20]3[CH:25]=[CH:24][CH:23]=[CH:22][CH:21]=3)[N:19]=2)[CH2:11][CH2:10]1)=O)(C)(C)C.Cl, predict the reaction product. The product is: [CH3:26][C:17]1[S:16][C:15]([N:12]2[CH2:13][CH2:14][NH:9][CH2:10][CH2:11]2)=[N:19][C:18]=1[C:20]1[CH:21]=[CH:22][CH:23]=[CH:24][CH:25]=1. (4) Given the reactants [Cl:1][C:2]1[CH:3]=[C:4]2[C:8](=[CH:9][CH:10]=1)[N:7]([C:11]([C:13]1[CH:14]=[C:15]3[C:20](=[CH:21][C:22]=1[CH3:23])[N:19]1[C:24]([CH:27]([CH:29]4[CH2:31][CH2:30]4)O)=[N:25][N:26]=[C:18]1[C:17](=[O:32])[NH:16]3)=[O:12])[CH2:6][CH2:5]2.ClCCl.C(N(S(F)(F)[F:42])CC)C.C(=O)([O-])O.[Na+], predict the reaction product. The product is: [Cl:1][C:2]1[CH:3]=[C:4]2[C:8](=[CH:9][CH:10]=1)[N:7]([C:11]([C:13]1[CH:14]=[C:15]3[C:20](=[CH:21][C:22]=1[CH3:23])[N:19]1[C:24]([CH:27]([CH:29]4[CH2:31][CH2:30]4)[F:42])=[N:25][N:26]=[C:18]1[C:17](=[O:32])[NH:16]3)=[O:12])[CH2:6][CH2:5]2. (5) Given the reactants [CH:1]1([CH2:4][OH:5])[CH2:3][CH2:2]1.[H-].[Na+].[Br:8][C:9]1[C:10](Cl)=[CH:11][C:12]([O:15][CH3:16])=[N:13][CH:14]=1, predict the reaction product. The product is: [Br:8][C:9]1[C:10]([O:5][CH2:4][CH:1]2[CH2:3][CH2:2]2)=[CH:11][C:12]([O:15][CH3:16])=[N:13][CH:14]=1. (6) Given the reactants [Br:1]N1C(=O)CCC1=O.[CH3:9][C:10]1[NH:11][CH:12]=[C:13]([CH:15]=[O:16])[N:14]=1, predict the reaction product. The product is: [Br:1][C:12]1[N:11]=[C:10]([CH3:9])[NH:14][C:13]=1[CH:15]=[O:16]. (7) Given the reactants [H-].[Na+].[F:3][C:4]([F:9])([CH2:7][OH:8])[CH2:5][OH:6].Cl[C:11]1[N:16]=[CH:15][C:14]([C:17]#[N:18])=[CH:13][CH:12]=1, predict the reaction product. The product is: [F:3][C:4]([F:9])([CH2:7][OH:8])[CH2:5][O:6][C:11]1[N:16]=[CH:15][C:14]([C:17]#[N:18])=[CH:13][CH:12]=1.